This data is from Forward reaction prediction with 1.9M reactions from USPTO patents (1976-2016). The task is: Predict the product of the given reaction. (1) The product is: [NH2:33][C:12]1[C:13]([C:29]([O:31][CH3:32])=[O:30])=[C:14]([O:15][CH2:16][CH:17]2[CH:21]=[CH:20][CH2:19][NH:18]2)[C:9]([Br:8])=[CH:10][CH:11]=1. Given the reactants C(O)(C(F)(F)F)=O.[Br:8][C:9]1[C:14]([O:15][CH2:16][CH:17]2[CH:21]=[CH:20][CH2:19][N:18]2C(OC(C)(C)C)=O)=[C:13]([C:29]([O:31][CH3:32])=[O:30])[C:12]([N:33](C(OC(C)(C)C)=O)C(OC(C)(C)C)=O)=[CH:11][CH:10]=1, predict the reaction product. (2) Given the reactants [CH3:1][C:2]1[NH:3][C:4]([C:17]2[CH:22]=[CH:21][CH:20]=[CH:19][C:18]=2[O:23][CH3:24])=[C:5]([CH2:9][CH2:10][C:11]2[CH:16]=[CH:15][CH:14]=[CH:13][CH:12]=2)[C:6](=[O:8])[N:7]=1.[H-].[Na+].[Li+].[Br-].Br[CH2:30][CH2:31][CH3:32], predict the reaction product. The product is: [CH3:1][C:2]1[N:7]([CH2:30][CH2:31][CH3:32])[C:6](=[O:8])[C:5]([CH2:9][CH2:10][C:11]2[CH:16]=[CH:15][CH:14]=[CH:13][CH:12]=2)=[C:4]([C:17]2[CH:22]=[CH:21][CH:20]=[CH:19][C:18]=2[O:23][CH3:24])[N:3]=1. (3) Given the reactants I[CH:2]1[CH2:5][N:4]([C:6]([O:8][C:9]([CH3:12])([CH3:11])[CH3:10])=[O:7])[CH2:3]1.[CH3:13][NH:14][CH3:15], predict the reaction product. The product is: [CH3:13][N:14]([CH3:15])[CH:2]1[CH2:5][N:4]([C:6]([O:8][C:9]([CH3:12])([CH3:11])[CH3:10])=[O:7])[CH2:3]1. (4) Given the reactants [CH2:1]([OH:23])[C@H:2]1[O:7][C@@H:6]([O:8][C@H]2[C@H](O)[C@@H](O)[C@H](O)O[C@@H]2CO)[C@H:5]([OH:20])[C@@H:4]([OH:21])[C@@H:3]1[OH:22].[CH2:24]([OH:46])[C@H:25]1[O:30][C@H:29]([O:31][C@:32]2([CH2:41][OH:42])[O:36][C@H:35]([CH2:37][OH:38])[C@@H:34]([OH:39])[C@@H:33]2[OH:40])[C@H:28]([OH:43])[C@@H:27]([OH:44])[C@@H:26]1[OH:45], predict the reaction product. The product is: [OH:23][CH2:1][C:2]([C@H:3]([C@@H:4]([C@@H:5]([CH2:6][OH:8])[OH:20])[OH:21])[OH:22])=[O:7].[CH2:24]([OH:46])[C@H:25]1[O:30][C@H:29]([O:31][C@@H:32]([C@@H:33]([OH:40])[C@H:34]([OH:39])[C:35]([CH2:37][OH:38])=[O:36])[CH2:41][OH:42])[C@H:28]([OH:43])[C@@H:27]([OH:44])[C@@H:26]1[OH:45]. (5) The product is: [CH3:37][C:28]1[CH:29]=[C:30]([S:33]([CH3:36])(=[O:35])=[O:34])[N:31]=[CH:32][C:27]=1[C:14]1[CH:15]=[C:10]2[CH:9]=[C:8]([C:3]3[CH:4]=[N:5][CH:6]=[CH:7][C:2]=3[CH3:1])[NH:25][C:11]2=[N:12][CH:13]=1. Given the reactants [CH3:1][C:2]1[CH:7]=[CH:6][N:5]=[CH:4][C:3]=1[C:8]1[NH:25][C:11]2=[N:12][CH:13]=[C:14](B3OC(C)(C)C(C)(C)O3)[CH:15]=[C:10]2[CH:9]=1.Br[C:27]1[C:28]([CH3:37])=[CH:29][C:30]([S:33]([CH3:36])(=[O:35])=[O:34])=[N:31][CH:32]=1, predict the reaction product. (6) The product is: [N+:1]([C:4]1[CH:9]=[CH:8][C:7]([CH2:10][S:11]([NH2:19])(=[O:13])=[O:12])=[CH:6][CH:5]=1)([O-:3])=[O:2]. Given the reactants [N+:1]([C:4]1[CH:9]=[CH:8][C:7]([CH2:10][S:11](Cl)(=[O:13])=[O:12])=[CH:6][CH:5]=1)([O-:3])=[O:2].C(=O)([O-])[O-].[NH4+:19].[NH4+], predict the reaction product. (7) Given the reactants [CH2:1]([NH:4][C:5]1[N:10]=[C:9]([NH:11][CH2:12][CH2:13][CH3:14])[N:8]=[C:7](N(C)OC)[N:6]=1)[CH2:2][CH3:3].[CH2:19]([O:26][NH:27][CH2:28][CH3:29])[C:20]1[CH:25]=[CH:24][CH:23]=[CH:22][CH:21]=1, predict the reaction product. The product is: [CH2:19]([O:26][N:27]([C:7]1[N:8]=[C:9]([NH:11][CH2:12][CH2:13][CH3:14])[N:10]=[C:5]([NH:4][CH2:1][CH2:2][CH3:3])[N:6]=1)[CH2:28][CH3:29])[C:20]1[CH:25]=[CH:24][CH:23]=[CH:22][CH:21]=1. (8) Given the reactants C(OC1N=NC(C#CC2C=CC(C(F)(F)F)=CN=2)=CC=1OCC1C=CC=CC=1)C1C=CC=CC=1.[CH2:35]([O:42][C:43]1[N:44]=[N:45][C:46]([C:57]#[CH:58])=[CH:47][C:48]=1[O:49][CH2:50][C:51]1[CH:56]=[CH:55][CH:54]=[CH:53][CH:52]=1)[C:36]1[CH:41]=[CH:40][CH:39]=[CH:38][CH:37]=1.[Cl:59][C:60]1[CH:65]=[CH:64][C:63](I)=[CH:62][CH:61]=1, predict the reaction product. The product is: [CH2:35]([O:42][C:43]1[N:44]=[N:45][C:46]([C:57]#[C:58][C:63]2[CH:64]=[CH:65][C:60]([Cl:59])=[CH:61][CH:62]=2)=[CH:47][C:48]=1[O:49][CH2:50][C:51]1[CH:56]=[CH:55][CH:54]=[CH:53][CH:52]=1)[C:36]1[CH:37]=[CH:38][CH:39]=[CH:40][CH:41]=1.